This data is from Forward reaction prediction with 1.9M reactions from USPTO patents (1976-2016). The task is: Predict the product of the given reaction. (1) Given the reactants [CH2:1]([N:8]1[CH2:13][CH2:12][CH:11]([C:14](Cl)=[O:15])[CH:10]([C:17]2[S:18][CH:19]=[CH:20][CH:21]=2)[CH2:9]1)[C:2]1[CH:7]=[CH:6][CH:5]=[CH:4][CH:3]=1.[Al+3].[Cl-].[Cl-].[Cl-], predict the reaction product. The product is: [CH2:1]([N:8]1[CH2:9][CH:10]2[CH:11]([C:14](=[O:15])[C:21]3[CH:20]=[CH:19][S:18][C:17]=32)[CH2:12][CH2:13]1)[C:2]1[CH:7]=[CH:6][CH:5]=[CH:4][CH:3]=1. (2) Given the reactants [C:1]([C:4]1[CH:9]=[CH:8][C:7]([B:10]([OH:12])[OH:11])=[CH:6][CH:5]=1)([OH:3])=O.[CH:13]([N:16]1[CH2:21][CH2:20][NH:19][CH2:18][CH2:17]1)([CH3:15])[CH3:14].CN(C(ON1N=NC2C=CC=NC1=2)=[N+](C)C)C.F[P-](F)(F)(F)(F)F, predict the reaction product. The product is: [CH:13]([N:16]1[CH2:21][CH2:20][N:19]([C:1]([C:4]2[CH:9]=[CH:8][C:7]([B:10]([OH:12])[OH:11])=[CH:6][CH:5]=2)=[O:3])[CH2:18][CH2:17]1)([CH3:15])[CH3:14]. (3) Given the reactants CS(C)=O.C(Cl)(=O)C(Cl)=O.[N:11]1([CH2:16][C:17]([N:19]2[CH2:23][C@H:22]([OH:24])[CH2:21][C@H:20]2[C:25]([NH:27][C:28]2[CH:33]=[CH:32][C:31]([O:34][C:35]3[CH:40]=[CH:39][C:38]([F:41])=[CH:37][CH:36]=3)=[CH:30][CH:29]=2)=[O:26])=[O:18])[CH:15]=[N:14][CH:13]=[N:12]1.C(N(CC)CC)C.[Cl-].[NH4+], predict the reaction product. The product is: [N:11]1([CH2:16][C:17]([N:19]2[CH2:23][C:22](=[O:24])[CH2:21][C@H:20]2[C:25]([NH:27][C:28]2[CH:29]=[CH:30][C:31]([O:34][C:35]3[CH:36]=[CH:37][C:38]([F:41])=[CH:39][CH:40]=3)=[CH:32][CH:33]=2)=[O:26])=[O:18])[CH:15]=[N:14][CH:13]=[N:12]1. (4) Given the reactants [Cl:1][C:2]1[C:3](F)=[C:4]([CH:6]=[CH:7][C:8]=1[Cl:9])[NH2:5].CCO[C:14]([S-:16])=[S:15].[K+].Cl, predict the reaction product. The product is: [Cl:9][C:8]1[CH:7]=[CH:6][C:4]2[N:5]=[C:14]([SH:16])[S:15][C:3]=2[C:2]=1[Cl:1]. (5) Given the reactants Cl[CH2:2][C:3]([N:5]([CH2:16][CH2:17][OH:18])[CH2:6][C:7]1[CH:12]=[CH:11][CH:10]=[CH:9][C:8]=1[N+:13]([O-:15])=[O:14])=[O:4].[H-].[Na+].C(OCC)(=O)C.O, predict the reaction product. The product is: [N+:13]([C:8]1[CH:9]=[CH:10][CH:11]=[CH:12][C:7]=1[CH2:6][N:5]1[CH2:16][CH2:17][O:18][CH2:2][C:3]1=[O:4])([O-:15])=[O:14].